This data is from Catalyst prediction with 721,799 reactions and 888 catalyst types from USPTO. The task is: Predict which catalyst facilitates the given reaction. (1) Product: [CH3:1][O:2][C:3]1[CH:8]=[C:7]([CH3:9])[N:6]=[C:5]([C:10]2[CH:15]=[CH:14][CH:13]=[C:12]([CH2:16][CH2:17][CH2:18][O:19][N:20]=[C:21]([C:23]3[CH:28]=[CH:27][CH:26]=[C:25]([CH3:29])[N:24]=3)[CH3:22])[N:11]=2)[CH:4]=1. Reactant: [CH3:1][O:2][C:3]1[CH:8]=[C:7]([CH3:9])[N:6]=[C:5]([C:10]2[CH:15]=[CH:14][CH:13]=[C:12]([C:16]#[C:17][CH2:18][O:19]/[N:20]=[C:21](/[C:23]3[CH:28]=[CH:27][CH:26]=[C:25]([CH3:29])[N:24]=3)\[CH3:22])[N:11]=2)[CH:4]=1. The catalyst class is: 123. (2) Reactant: [Cl:1][C:2]([Cl:31])([Cl:30])[CH2:3][O:4][C:5]([C@@H:7]1[CH2:12][CH2:11][CH2:10][N:9]([C:13](=[O:29])[C@@H:14](NC(OC(C)(C)C)=O)[CH2:15][N:16]2[CH:20]=[CH:19][CH:18]=[N:17]2)[NH:8]1)=[O:6].FC(F)(F)C(O)=O.C([N:42](CC)C(C)C)(C)C.[C:48]([O:52][C:53]([NH:55][C@H:56]([C:60]([OH:62])=O)[CH:57]([CH3:59])[CH3:58])=[O:54])([CH3:51])([CH3:50])[CH3:49].C[NH3+].F[P-](F)(F)(F)(F)F.N1(OC(N(C)C)=[N+](C)C)C2N=CC=CC=2N=N1.F[P-](F)(F)(F)(F)F. Product: [Cl:31][C:2]([Cl:30])([Cl:1])[CH2:3][O:4][C:5]([C@@H:7]1[CH2:12][CH2:11][CH2:10][N:9]([C:13](=[O:29])[C@@H:14]([NH:42][C:60](=[O:62])[C@@H:56]([NH:55][C:53]([O:52][C:48]([CH3:51])([CH3:50])[CH3:49])=[O:54])[CH:57]([CH3:59])[CH3:58])[CH2:15][N:16]2[CH:20]=[CH:19][CH:18]=[N:17]2)[NH:8]1)=[O:6]. The catalyst class is: 96. (3) Reactant: [F:1][C:2]1[CH:3]=[C:4]2[C:9](=[CH:10][C:11]=1[F:12])[C:8](OS(C(F)(F)F)(=O)=O)=[CH:7][CH:6]=[CH:5]2.[C:21]([N:28]1[CH2:33][CH2:32][NH:31][CH2:30][CH2:29]1)([O:23][C:24]([CH3:27])([CH3:26])[CH3:25])=[O:22].C1(P(C2CCCCC2)C2C=CC=CC=2C2C=CC=CC=2)CCCCC1.CC([O-])(C)C.[Na+]. Product: [C:24]([O:23][C:21]([N:28]1[CH2:33][CH2:32][N:31]([C:8]2[C:9]3[C:4](=[CH:3][C:2]([F:1])=[C:11]([F:12])[CH:10]=3)[CH:5]=[CH:6][CH:7]=2)[CH2:30][CH2:29]1)=[O:22])([CH3:27])([CH3:25])[CH3:26]. The catalyst class is: 222. (4) Reactant: [H-].[Na+].[C:3]1([C:9]2[NH:10][CH:11]=[CH:12][N:13]=2)[CH:8]=[CH:7][CH:6]=[CH:5][CH:4]=1.[CH2:14]([NH:18][C:19]1[CH:24]=[C:23](F)[CH:22]=[CH:21][C:20]=1[N+:26]([O-:28])=[O:27])[CH:15]([CH3:17])[CH3:16]. Product: [CH2:14]([NH:18][C:19]1[CH:24]=[C:23]([N:13]2[CH:12]=[CH:11][N:10]=[C:9]2[C:3]2[CH:4]=[CH:5][CH:6]=[CH:7][CH:8]=2)[CH:22]=[CH:21][C:20]=1[N+:26]([O-:28])=[O:27])[CH:15]([CH3:17])[CH3:16]. The catalyst class is: 42.